Dataset: Forward reaction prediction with 1.9M reactions from USPTO patents (1976-2016). Task: Predict the product of the given reaction. (1) Given the reactants Br[C:2]1[S:6][C:5]2[C:7]3[C:19]([C:20](=[CH:21][CH:22]([CH2:27][CH3:28])[CH2:23][CH2:24][CH2:25][CH3:26])[C:4]=2[CH:3]=1)=[CH:18][C:17]1[C:12]2[S:13][C:14](Br)=[CH:15][C:11]=2[C:10](=[CH:29][CH:30]([CH2:35][CH3:36])[CH2:31][CH2:32][CH2:33][CH3:34])[C:9]=1[CH:8]=3.[Li]CCCC.[CH3:42][Sn:43](Cl)([CH3:45])[CH3:44].CO, predict the reaction product. The product is: [CH3:42][Sn:43]([CH3:45])([CH3:44])[C:2]1[S:6][C:5]2[C:7]3[C:19]([C:20](=[CH:21][CH:22]([CH2:27][CH3:28])[CH2:23][CH2:24][CH2:25][CH3:26])[C:4]=2[CH:3]=1)=[CH:18][C:17]1[C:12]2[S:13][C:14]([Sn:43]([CH3:45])([CH3:44])[CH3:42])=[CH:15][C:11]=2[C:10](=[CH:29][CH:30]([CH2:35][CH3:36])[CH2:31][CH2:32][CH2:33][CH3:34])[C:9]=1[CH:8]=3. (2) Given the reactants [Cl:1][C:2]1[CH:3]=[C:4]([C:9]2[C:14]([C:15]([NH:17][CH2:18][CH2:19][CH2:20][C:21]3[CH:26]=[CH:25][CH:24]=[CH:23][CH:22]=3)=[O:16])=[C:13]([CH3:27])[N:12]=[C:11](S(C)(=O)=O)[N:10]=2)[CH:5]=[C:6]([Cl:8])[CH:7]=1.[CH2:32]([Mg]Br)[CH3:33].Cl, predict the reaction product. The product is: [CH2:32]([C:11]1[N:10]=[C:9]([C:4]2[CH:3]=[C:2]([Cl:1])[CH:7]=[C:6]([Cl:8])[CH:5]=2)[C:14]([C:15]([NH:17][CH2:18][CH2:19][CH2:20][C:21]2[CH:26]=[CH:25][CH:24]=[CH:23][CH:22]=2)=[O:16])=[C:13]([CH3:27])[N:12]=1)[CH3:33]. (3) Given the reactants [CH3:1][C:2]1[C:6]([CH2:7][N:8]2[CH:12]=[C:11]([N:13]3[C:17](=[O:18])[CH2:16][NH:15][C:14]3=[O:19])[CH:10]=[N:9]2)=[C:5]([CH3:20])[O:4][N:3]=1.Br[CH2:22][C:23]1[CH:28]=[CH:27][CH:26]=[CH:25][C:24]=1[N+:29]([O-:31])=[O:30], predict the reaction product. The product is: [CH3:1][C:2]1[C:6]([CH2:7][N:8]2[CH:12]=[C:11]([N:13]3[C:17](=[O:18])[CH2:16][N:15]([CH2:22][C:23]4[CH:28]=[CH:27][CH:26]=[CH:25][C:24]=4[N+:29]([O-:31])=[O:30])[C:14]3=[O:19])[CH:10]=[N:9]2)=[C:5]([CH3:20])[O:4][N:3]=1. (4) Given the reactants [C:1]([O:5][C:6]([N:8]1[CH2:13][C@H:12]([CH2:14][N:15]2[CH2:19][CH2:18][O:17][C:16]2=[O:20])[N:11]([CH2:21][C:22]([O:24]CC2C=CC=CC=2)=[O:23])[CH2:10][C@H:9]1[CH3:32])=[O:7])([CH3:4])([CH3:3])[CH3:2], predict the reaction product. The product is: [C:1]([O:5][C:6]([N:8]1[CH2:13][C@H:12]([CH2:14][N:15]2[CH2:19][CH2:18][O:17][C:16]2=[O:20])[N:11]([CH2:21][C:22]([OH:24])=[O:23])[CH2:10][C@H:9]1[CH3:32])=[O:7])([CH3:4])([CH3:2])[CH3:3]. (5) Given the reactants Cl.Cl[CH2:3][CH2:4][N:5]1[CH2:9][CH2:8][CH2:7][CH2:6]1.[Br:10][C:11]1[O:19][C:18]2[CH:17]=[CH:16][N:15]([C:20]3[CH:21]=[C:22]4[C:26](=[CH:27][CH:28]=3)[NH:25][N:24]=[CH:23]4)[C:14](=[O:29])[C:13]=2[CH:12]=1.C([O-])([O-])=O.[Cs+].[Cs+].O, predict the reaction product. The product is: [Br:10][C:11]1[O:19][C:18]2[CH:17]=[CH:16][N:15]([C:20]3[CH:21]=[C:22]4[C:26](=[CH:27][CH:28]=3)[N:25]([CH2:3][CH2:4][N:5]3[CH2:9][CH2:8][CH2:7][CH2:6]3)[N:24]=[CH:23]4)[C:14](=[O:29])[C:13]=2[CH:12]=1. (6) Given the reactants [CH2:1]([O:5][CH2:6][CH2:7][O:8][C:9]1[CH:14]=[CH:13][C:12]([C:15]2[CH:16]=[CH:17][C:18]3[N:24](C(=O)C(F)(F)F)[CH2:23][CH2:22][C:21]([C:31]([NH:33][C:34]4[CH:39]=[CH:38][C:37]([CH:40]([OH:49])[C:41]5[CH:46]=[C:45]([CH3:47])[CH:44]=[CH:43][N+:42]=5[O-:48])=[CH:36][CH:35]=4)=[O:32])=[CH:20][C:19]=3[CH:50]=2)=[CH:11][CH:10]=1)[CH2:2][CH2:3][CH3:4].[BH4-].[Na+], predict the reaction product. The product is: [CH2:1]([O:5][CH2:6][CH2:7][O:8][C:9]1[CH:10]=[CH:11][C:12]([C:15]2[CH:16]=[CH:17][C:18]3[NH:24][CH2:23][CH2:22][C:21]([C:31]([NH:33][C:34]4[CH:39]=[CH:38][C:37]([CH:40]([OH:49])[C:41]5[CH:46]=[C:45]([CH3:47])[CH:44]=[CH:43][N+:42]=5[O-:48])=[CH:36][CH:35]=4)=[O:32])=[CH:20][C:19]=3[CH:50]=2)=[CH:13][CH:14]=1)[CH2:2][CH2:3][CH3:4]. (7) Given the reactants [NH2:1][C:2]1[N:20]=[C:5]2[C:6]([O:10][CH2:11][C:12]3[CH:19]=[CH:18][CH:17]=[CH:16][C:13]=3[C:14]#[N:15])=[CH:7][CH:8]=[CH:9][N:4]2[N:3]=1.Br[C:22]1[CH:27]=[CH:26][C:25]([N:28]2[CH2:33][CH2:32][N:31]([CH3:34])[CH2:30][CH2:29]2)=[CH:24][CH:23]=1, predict the reaction product. The product is: [CH3:34][N:31]1[CH2:32][CH2:33][N:28]([C:25]2[CH:24]=[CH:23][C:22]([NH:1][C:2]3[N:20]=[C:5]4[C:6]([O:10][CH2:11][C:12]5[CH:19]=[CH:18][CH:17]=[CH:16][C:13]=5[C:14]#[N:15])=[CH:7][CH:8]=[CH:9][N:4]4[N:3]=3)=[CH:27][CH:26]=2)[CH2:29][CH2:30]1. (8) Given the reactants [N:1]1[CH:2]=[CH:3][N:4]2[CH2:9][CH2:8][N:7](C(OC(C)(C)C)=O)[CH2:6][C:5]=12.[F:17][C:18]([F:23])([F:22])[C:19]([OH:21])=[O:20], predict the reaction product. The product is: [F:17][C:18]([F:23])([F:22])[C:19]([OH:21])=[O:20].[N:1]1[CH:2]=[CH:3][N:4]2[CH2:9][CH2:8][NH:7][CH2:6][C:5]=12. (9) Given the reactants Cl[C:2]1[N:7]=[C:6]([C:8]2[S:12][C:11]([N:13]([CH3:15])[CH3:14])=[N:10][C:9]=2[C:16]2[CH:17]=[C:18]([NH:22][S:23]([C:26]3[C:31]([F:32])=[CH:30][CH:29]=[CH:28][C:27]=3[F:33])(=[O:25])=[O:24])[CH:19]=[CH:20][CH:21]=2)[CH:5]=[CH:4][N:3]=1, predict the reaction product. The product is: [CH3:14][N:13]([CH3:15])[C:11]1[S:12][C:8]([C:6]2[CH:5]=[CH:4][N:3]=[C:2]([NH:10][CH2:9][CH:16]([CH3:17])[CH3:21])[N:7]=2)=[C:9]([C:16]2[CH:17]=[C:18]([NH:22][S:23]([C:26]3[C:31]([F:32])=[CH:30][CH:29]=[CH:28][C:27]=3[F:33])(=[O:25])=[O:24])[CH:19]=[CH:20][CH:21]=2)[N:10]=1. (10) Given the reactants [F:1][C:2]1[CH:25]=[CH:24][CH:23]=[CH:22][C:3]=1[CH2:4][N:5]1[C:9]2=[N:10][CH:11]=[CH:12][CH:13]=[C:8]2[C:7]([C:14]2[N:15]=[C:16]([NH2:21])[C:17]([NH2:20])=[N:18][CH:19]=2)=[N:6]1.[C:26](=O)(OC(Cl)(Cl)Cl)[O:27]C(Cl)(Cl)Cl, predict the reaction product. The product is: [F:1][C:2]1[CH:25]=[CH:24][CH:23]=[CH:22][C:3]=1[CH2:4][N:5]1[C:9]2=[N:10][CH:11]=[CH:12][CH:13]=[C:8]2[C:7]([C:14]2[N:15]=[C:16]3[NH:21][C:26](=[O:27])[NH:20][C:17]3=[N:18][CH:19]=2)=[N:6]1.